This data is from Peptide-MHC class I binding affinity with 185,985 pairs from IEDB/IMGT. The task is: Regression. Given a peptide amino acid sequence and an MHC pseudo amino acid sequence, predict their binding affinity value. This is MHC class I binding data. (1) The peptide sequence is YGLGSTPLY. The MHC is HLA-B40:01 with pseudo-sequence HLA-B40:01. The binding affinity (normalized) is 0.0847. (2) The peptide sequence is YYLIKYLHV. The MHC is HLA-B18:01 with pseudo-sequence HLA-B18:01. The binding affinity (normalized) is 0.0847.